Task: Regression. Given two drug SMILES strings and cell line genomic features, predict the synergy score measuring deviation from expected non-interaction effect.. Dataset: NCI-60 drug combinations with 297,098 pairs across 59 cell lines (1) Cell line: NCI-H522. Synergy scores: CSS=20.9, Synergy_ZIP=-7.86, Synergy_Bliss=-3.91, Synergy_Loewe=-14.0, Synergy_HSA=-4.19. Drug 1: C1=NC2=C(N1)C(=S)N=C(N2)N. Drug 2: C(CCl)NC(=O)N(CCCl)N=O. (2) Drug 1: CS(=O)(=O)CCNCC1=CC=C(O1)C2=CC3=C(C=C2)N=CN=C3NC4=CC(=C(C=C4)OCC5=CC(=CC=C5)F)Cl. Drug 2: CC1C(C(CC(O1)OC2CC(CC3=C2C(=C4C(=C3O)C(=O)C5=C(C4=O)C(=CC=C5)OC)O)(C(=O)CO)O)N)O.Cl. Cell line: BT-549. Synergy scores: CSS=34.7, Synergy_ZIP=-2.48, Synergy_Bliss=1.93, Synergy_Loewe=-21.0, Synergy_HSA=0.343. (3) Drug 1: C1C(C(OC1N2C=NC3=C(N=C(N=C32)Cl)N)CO)O. Drug 2: CC1C(C(CC(O1)OC2CC(OC(C2O)C)OC3=CC4=CC5=C(C(=O)C(C(C5)C(C(=O)C(C(C)O)O)OC)OC6CC(C(C(O6)C)O)OC7CC(C(C(O7)C)O)OC8CC(C(C(O8)C)O)(C)O)C(=C4C(=C3C)O)O)O)O. Cell line: TK-10. Synergy scores: CSS=25.5, Synergy_ZIP=-8.56, Synergy_Bliss=-6.79, Synergy_Loewe=-14.7, Synergy_HSA=-4.45. (4) Synergy scores: CSS=32.0, Synergy_ZIP=2.68, Synergy_Bliss=1.93, Synergy_Loewe=-11.5, Synergy_HSA=1.83. Drug 2: CC1CCCC2(C(O2)CC(NC(=O)CC(C(C(=O)C(C1O)C)(C)C)O)C(=CC3=CSC(=N3)C)C)C. Cell line: MCF7. Drug 1: CC1=C(C=C(C=C1)NC(=O)C2=CC=C(C=C2)CN3CCN(CC3)C)NC4=NC=CC(=N4)C5=CN=CC=C5. (5) Drug 2: C1=CC(=CC=C1C#N)C(C2=CC=C(C=C2)C#N)N3C=NC=N3. Drug 1: CS(=O)(=O)C1=CC(=C(C=C1)C(=O)NC2=CC(=C(C=C2)Cl)C3=CC=CC=N3)Cl. Synergy scores: CSS=3.24, Synergy_ZIP=-0.721, Synergy_Bliss=2.44, Synergy_Loewe=1.19, Synergy_HSA=1.58. Cell line: SK-OV-3. (6) Synergy scores: CSS=44.8, Synergy_ZIP=0.904, Synergy_Bliss=-0.350, Synergy_Loewe=-13.2, Synergy_HSA=0.0522. Drug 2: CC12CCC3C(C1CCC2OP(=O)(O)O)CCC4=C3C=CC(=C4)OC(=O)N(CCCl)CCCl.[Na+]. Cell line: K-562. Drug 1: C1=NC2=C(N1)C(=S)N=C(N2)N.